From a dataset of Catalyst prediction with 721,799 reactions and 888 catalyst types from USPTO. Predict which catalyst facilitates the given reaction. (1) Reactant: [OH:1][C@H:2]([CH3:37])[C@H:3]([NH:6][C:7]([C:9]1[C:17]2[C:12](=[N:13][CH:14]=[C:15]([C:18]3[C:26]4[C:21](=[CH:22][C:23]([F:27])=[CH:24][CH:25]=4)[N:20]([CH3:28])[N:19]=3)[N:16]=2)[N:11]([CH2:29][O:30][CH2:31][CH2:32][Si:33]([CH3:36])([CH3:35])[CH3:34])[CH:10]=1)=[O:8])[CH2:4][OH:5].[OH-].[K+].[CH2:40]1OCCOCCOCCOCCOCCOC1.IC. Product: [OH:1][C@H:2]([CH3:37])[C@H:3]([NH:6][C:7]([C:9]1[C:17]2[C:12](=[N:13][CH:14]=[C:15]([C:18]3[C:26]4[C:21](=[CH:22][C:23]([F:27])=[CH:24][CH:25]=4)[N:20]([CH3:28])[N:19]=3)[N:16]=2)[N:11]([CH2:29][O:30][CH2:31][CH2:32][Si:33]([CH3:36])([CH3:35])[CH3:34])[CH:10]=1)=[O:8])[CH2:4][O:5][CH3:40]. The catalyst class is: 1. (2) Reactant: [CH2:1]([O:3][C:4]([C:6]1[NH:7][N:8]=[C:9]([O:11][CH2:12][CH2:13][O:14][CH2:15][CH2:16][O:17][CH3:18])[CH:10]=1)=[O:5])[CH3:2].[H-].[Na+].Br[CH2:22][C:23]([NH:25][C:26]1[CH:31]=[CH:30][C:29]([Cl:32])=[CH:28][N:27]=1)=[O:24].O. Product: [CH2:1]([O:3][C:4]([C:6]1[N:7]([CH2:22][C:23](=[O:24])[NH:25][C:26]2[CH:31]=[CH:30][C:29]([Cl:32])=[CH:28][N:27]=2)[N:8]=[C:9]([O:11][CH2:12][CH2:13][O:14][CH2:15][CH2:16][O:17][CH3:18])[CH:10]=1)=[O:5])[CH3:2]. The catalyst class is: 3. (3) Reactant: [CH3:1][O:2][C:3](=[O:17])[C:4]1[C:9]([CH:10]=[CH2:11])=[CH:8][CH:7]=[CH:6][C:5]=1[CH2:12][C:13]([O:15][CH3:16])=[O:14].[C:18]([OH:21])(=[S:20])[CH3:19].CC(N=NC(C#N)(C)C)(C#N)C. Product: [CH3:1][O:2][C:3](=[O:17])[C:4]1[C:5]([CH2:12][C:13]([O:15][CH3:16])=[O:14])=[CH:6][CH:7]=[CH:8][C:9]=1[CH2:10][CH2:11][S:20][C:18](=[O:21])[CH3:19]. The catalyst class is: 48.